Dataset: TCR-epitope binding with 47,182 pairs between 192 epitopes and 23,139 TCRs. Task: Binary Classification. Given a T-cell receptor sequence (or CDR3 region) and an epitope sequence, predict whether binding occurs between them. (1) The epitope is KLMNIQQKL. The TCR CDR3 sequence is CASRRWGAEQFF. Result: 0 (the TCR does not bind to the epitope). (2) The epitope is LLLGIGILV. The TCR CDR3 sequence is CASKRGMGTEAFF. Result: 1 (the TCR binds to the epitope).